From a dataset of Full USPTO retrosynthesis dataset with 1.9M reactions from patents (1976-2016). Predict the reactants needed to synthesize the given product. (1) Given the product [Cl:32][C:29]1[CH:30]=[CH:31][C:26]([N:22]2[CH2:23][CH2:24][CH:19]([N:5]([CH:2]3[CH2:4][CH2:3]3)[C:6](=[O:18])[C:7]3[CH:8]=[CH:9][C:10]([C:13]4[O:17][CH:16]=[N:15][CH:14]=4)=[CH:11][CH:12]=3)[CH2:20][CH2:21]2)=[N:27][CH:28]=1, predict the reactants needed to synthesize it. The reactants are: Cl.[CH:2]1([N:5]([CH:19]2[CH2:24][CH2:23][NH:22][CH2:21][CH2:20]2)[C:6](=[O:18])[C:7]2[CH:12]=[CH:11][C:10]([C:13]3[O:17][CH:16]=[N:15][CH:14]=3)=[CH:9][CH:8]=2)[CH2:4][CH2:3]1.Cl[C:26]1[CH:31]=[CH:30][C:29]([Cl:32])=[CH:28][N:27]=1. (2) Given the product [N:51]1[CH:50]=[CH:49][N:48]2[C:43]([C:11]3[N:12]=[C:7]([N:1]4[CH2:6][CH2:5][O:4][CH2:3][CH2:2]4)[C:8]4[S:28][C:27]([CH2:29][N:30]5[CH2:35][CH2:34][CH:33]([N:36]6[CH2:41][CH2:40][O:39][CH2:38][CH2:37]6)[CH2:32][CH2:31]5)=[CH:26][C:9]=4[N:10]=3)=[CH:44][CH:45]=[CH:46][C:47]=12, predict the reactants needed to synthesize it. The reactants are: [N:1]1([C:7]2[C:8]3[S:28][C:27]([CH2:29][N:30]4[CH2:35][CH2:34][CH:33]([N:36]5[CH2:41][CH2:40][O:39][CH2:38][CH2:37]5)[CH2:32][CH2:31]4)=[CH:26][C:9]=3[N:10]=[C:11]([Sn](CCCC)(CCCC)CCCC)[N:12]=2)[CH2:6][CH2:5][O:4][CH2:3][CH2:2]1.Br[C:43]1[N:48]2[CH:49]=[CH:50][N:51]=[C:47]2[CH:46]=[CH:45][CH:44]=1. (3) Given the product [F:27][C:24]1[CH:25]=[CH:26][C:21]([CH:20]2[CH2:19][C:18](=[O:28])[NH:17][CH2:16][CH:15]2[CH2:14][OH:30])=[CH:22][CH:23]=1, predict the reactants needed to synthesize it. The reactants are: CC(C[AlH]CC(C)C)C.C(C[CH2:14][CH:15]1[CH:20]([C:21]2[CH:26]=[CH:25][C:24]([F:27])=[CH:23][CH:22]=2)[CH2:19][C:18](=[O:28])[NH:17][CH2:16]1)(O)=O.C[OH:30]. (4) Given the product [O:45]1[C:41]2[CH:40]=[CH:39][C:38]([C:2]3[CH:7]=[CH:6][C:5]([C:8]4[N:12]([CH2:13][C@@H:14]5[CH2:18][CH2:17][N:16]([C:19]([CH:21]6[CH2:23][CH2:22]6)=[O:20])[CH2:15]5)[C:11]5[C:24]([C:28]#[N:29])=[CH:25][CH:26]=[CH:27][C:10]=5[N:9]=4)=[CH:4][CH:3]=3)=[CH:46][C:42]=2[CH:43]=[CH:44]1, predict the reactants needed to synthesize it. The reactants are: Br[C:2]1[CH:7]=[CH:6][C:5]([C:8]2[N:12]([CH2:13][C@@H:14]3[CH2:18][CH2:17][N:16]([C:19]([CH:21]4[CH2:23][CH2:22]4)=[O:20])[CH2:15]3)[C:11]3[C:24]([C:28]#[N:29])=[CH:25][CH:26]=[CH:27][C:10]=3[N:9]=2)=[CH:4][CH:3]=1.CC1(C)C(C)(C)OB([C:38]2[CH:39]=[CH:40][C:41]3[O:45][CH:44]=[CH:43][C:42]=3[CH:46]=2)O1.C(=O)([O-])[O-].[K+].[K+].